From a dataset of Reaction yield outcomes from USPTO patents with 853,638 reactions. Predict the reaction yield, written as a fraction of the theoretical maximum amount of product (1.0 means a 100% yield; for example, 0.34 means a 34% yield). (1) The reactants are [CH2:1]([O:8][C:9]1[CH:18]=[C:17]([O:19][CH2:20][C:21]2[CH:26]=[CH:25][CH:24]=[CH:23][CH:22]=2)[C:16]([C:27]([CH3:29])=[CH2:28])=[CH:15][C:10]=1[C:11]([O:13]C)=[O:12])[C:2]1[CH:7]=[CH:6][CH:5]=[CH:4][CH:3]=1.[OH-].[K+]. The catalyst is CO.O. The product is [CH2:1]([O:8][C:9]1[CH:18]=[C:17]([O:19][CH2:20][C:21]2[CH:26]=[CH:25][CH:24]=[CH:23][CH:22]=2)[C:16]([C:27]([CH3:29])=[CH2:28])=[CH:15][C:10]=1[C:11]([OH:13])=[O:12])[C:2]1[CH:3]=[CH:4][CH:5]=[CH:6][CH:7]=1. The yield is 0.890. (2) The reactants are [OH:1][CH2:2][CH:3]([N:8]1[C:12]2[CH:13]=[CH:14][CH:15]=[CH:16][C:11]=2[S:10][C:9]1=[N:17][C:18](=[O:29])[C:19]1[CH:24]=[CH:23][CH:22]=[C:21]([C:25]([F:28])([F:27])[F:26])[CH:20]=1)[C:4]([O:6]C)=[O:5].[OH-].[Na+]. The catalyst is CO. The product is [OH:1][CH2:2][CH:3]([N:8]1[C:12]2[CH:13]=[CH:14][CH:15]=[CH:16][C:11]=2[S:10][C:9]1=[N:17][C:18](=[O:29])[C:19]1[CH:24]=[CH:23][CH:22]=[C:21]([C:25]([F:28])([F:26])[F:27])[CH:20]=1)[C:4]([OH:6])=[O:5]. The yield is 0.540.